From a dataset of Catalyst prediction with 721,799 reactions and 888 catalyst types from USPTO. Predict which catalyst facilitates the given reaction. (1) Reactant: IC.[CH3:3][O:4][C:5]1[C:10]([N+:11]([O-:13])=[O:12])=[CH:9][CH:8]=[C:7]([C:14]2[CH:18]=[N:17][NH:16][N:15]=2)[N:6]=1.[C:19](=O)([O-])[O-].[K+].[K+]. Product: [CH3:3][O:4][C:5]1[C:10]([N+:11]([O-:13])=[O:12])=[CH:9][CH:8]=[C:7]([C:14]2[CH:18]=[N:17][N:16]([CH3:19])[N:15]=2)[N:6]=1. The catalyst class is: 1. (2) The catalyst class is: 98. Product: [C:6]([C:5]1[CH:8]=[CH:9][C:2]([NH:1][C:10]([N:48]2[CH2:49][CH2:50][CH:45]([C:43]3[CH:42]=[CH:41][C:38]4[CH2:39][CH2:40][N:34]([CH:30]5[CH2:33][CH2:32][CH2:31]5)[CH2:35][CH2:36][C:37]=4[CH:44]=3)[CH2:46][CH2:47]2)=[O:11])=[CH:3][CH:4]=1)#[N:7]. Reactant: [NH2:1][C:2]1[CH:9]=[CH:8][C:5]([C:6]#[N:7])=[CH:4][CH:3]=1.[C:10](Cl)(Cl)=[O:11].C1(C)C=CC=CC=1.C(N(C(C)C)CC)(C)C.[CH:30]1([N:34]2[CH2:40][CH2:39][C:38]3[CH:41]=[CH:42][C:43]([CH:45]4[CH2:50][CH2:49][NH:48][CH2:47][CH2:46]4)=[CH:44][C:37]=3[CH2:36][CH2:35]2)[CH2:33][CH2:32][CH2:31]1.